From a dataset of Full USPTO retrosynthesis dataset with 1.9M reactions from patents (1976-2016). Predict the reactants needed to synthesize the given product. (1) Given the product [F:1][C:2]1[CH:3]=[CH:4][C:5]([C:8]2[C:17]3[C:12](=[CH:13][CH:14]=[C:15]([N:18]4[CH2:19][CH2:20][CH2:21][CH2:22][CH2:23]4)[CH:16]=3)[N:11]=[C:10]([CH3:24])[C:9]=2[C:25]([N:43]2[CH2:40][CH2:41][CH2:42][CH2:37][CH2:38]2)=[O:26])=[CH:6][CH:7]=1, predict the reactants needed to synthesize it. The reactants are: [F:1][C:2]1[CH:7]=[CH:6][C:5]([C:8]2[C:17]3[C:12](=[CH:13][CH:14]=[C:15]([N:18]4[CH2:23][CH2:22][CH2:21][CH2:20][CH2:19]4)[CH:16]=3)[N:11]=[C:10]([CH3:24])[C:9]=2[C:25](O)=[O:26])=[CH:4][CH:3]=1.CN(C(ON1N=[N:43][C:38]2C=[CH:40][CH:41]=[CH:42][C:37]1=2)=[N+](C)C)C.[B-](F)(F)(F)F.CCN(C(C)C)C(C)C.N1CCCCC1.Cl. (2) Given the product [NH2:1][C:2]1[C:7]([N:8]([CH3:35])[C:9](=[O:12])[O:10][CH3:11])=[C:6]([NH2:13])[N:5]=[C:4]([C:14]2[N:18]=[C:17]([C:19]3[S:20][CH:21]=[CH:22][N:23]=3)[N:16]([CH2:24][C:25]3[CH:30]=[CH:29][CH:28]=[CH:27][C:26]=3[F:31])[N:15]=2)[N:3]=1, predict the reactants needed to synthesize it. The reactants are: [NH2:1][C:2]1[C:7]([NH:8][C:9](=[O:12])[O:10][CH3:11])=[C:6]([NH2:13])[N:5]=[C:4]([C:14]2[N:18]=[C:17]([C:19]3[S:20][CH:21]=[CH:22][N:23]=3)[N:16]([CH2:24][C:25]3[CH:30]=[CH:29][CH:28]=[CH:27][C:26]=3[F:31])[N:15]=2)[N:3]=1.[H-].[Na+].I[CH3:35].O. (3) Given the product [Br:1][C:2]1[CH:3]=[C:4]([OH:11])[CH:5]=[C:6]([N+:8]([O-:10])=[O:9])[CH:7]=1, predict the reactants needed to synthesize it. The reactants are: [Br:1][C:2]1[CH:7]=[C:6]([N+:8]([O-:10])=[O:9])[CH:5]=[C:4]([O:11]C)[CH:3]=1.B(Br)(Br)Br.COC. (4) Given the product [NH2:36][C@H:34]1[CH2:35][O:31][CH2:32][C@H:33]1[NH:37][C:2]1[CH:11]=[C:10]([C:12]#[N:13])[C:5]([C:6]([O:8][CH3:9])=[O:7])=[C:4]([NH:14][C:15]2[CH:16]=[C:17]([CH3:21])[CH:18]=[CH:19][CH:20]=2)[N:3]=1, predict the reactants needed to synthesize it. The reactants are: Cl[C:2]1[CH:11]=[C:10]([C:12]#[N:13])[C:5]([C:6]([O:8][CH3:9])=[O:7])=[C:4]([NH:14][C:15]2[CH:16]=[C:17]([CH3:21])[CH:18]=[CH:19][CH:20]=2)[N:3]=1.CCN(C(C)C)C(C)C.[O:31]1[CH2:35][C@@H:34]([NH2:36])[C@@H:33]([NH2:37])[CH2:32]1. (5) The reactants are: Cl.[C@H:2]12[CH2:8][C@H:5]([NH:6][CH2:7]1)[CH2:4][N:3]2[CH2:9][C:10]1[CH:25]=[CH:24][C:13]([O:14][C:15]2[S:16][C:17]3[CH:23]=[CH:22][CH:21]=[CH:20][C:18]=3[N:19]=2)=[CH:12][CH:11]=1.[C:26]([O:30][C:31](=[O:34])[CH2:32]Br)([CH3:29])([CH3:28])[CH3:27].CCN(CC)CC. Given the product [C:26]([O:30][C:31](=[O:34])[CH2:32][N:6]1[CH2:7][C@@H:2]2[CH2:8][C@H:5]1[CH2:4][N:3]2[CH2:9][C:10]1[CH:11]=[CH:12][C:13]([O:14][C:15]2[S:16][C:17]3[CH:23]=[CH:22][CH:21]=[CH:20][C:18]=3[N:19]=2)=[CH:24][CH:25]=1)([CH3:29])([CH3:28])[CH3:27], predict the reactants needed to synthesize it.